Dataset: Full USPTO retrosynthesis dataset with 1.9M reactions from patents (1976-2016). Task: Predict the reactants needed to synthesize the given product. (1) Given the product [C:35]([N:15]1[C:16]2[C:21](=[CH:20][C:19]([C:22]([O:24][CH2:25][CH3:26])=[O:23])=[CH:18][CH:17]=2)[C@H:12]([NH:11][C:9]([O:8][CH2:1][C:2]2[CH:7]=[CH:6][CH:5]=[CH:4][CH:3]=2)=[O:10])[C@@H:13]([CH3:28])[C@@H:14]1[CH3:27])(=[O:37])[CH3:36], predict the reactants needed to synthesize it. The reactants are: [CH2:1]([O:8][C:9]([NH:11][C@H:12]1[C:21]2[C:16](=[CH:17][CH:18]=[C:19]([C:22]([O:24][CH2:25][CH3:26])=[O:23])[CH:20]=2)[NH:15][C@@H:14]([CH3:27])[C@@H:13]1[CH3:28])=[O:10])[C:2]1[CH:7]=[CH:6][CH:5]=[CH:4][CH:3]=1.N1C=CC=CC=1.[C:35](Cl)(=[O:37])[CH3:36]. (2) The reactants are: COC(=O)C1C=CC([O:10][CH2:11][CH2:12][C:13]2[N:14]=[C:15]([C:19]3[CH:24]=[CH:23][C:22]([C:25]([F:28])([F:27])[F:26])=[CH:21][CH:20]=3)[S:16][C:17]=2[CH3:18])=CC=1.[NH2:30][NH2:31].[CH3:32][OH:33]. Given the product [CH3:18][C:17]1[S:16][C:15]([C:19]2[CH:20]=[CH:21][C:22]([C:25]([F:27])([F:26])[F:28])=[CH:23][CH:24]=2)=[N:14][C:13]=1[CH2:12][CH2:11][O:10][C:19]1[CH:24]=[CH:23][CH:22]=[CH:21][C:20]=1[C:32]([NH:30][NH2:31])=[O:33], predict the reactants needed to synthesize it. (3) Given the product [C:22]([O:25][CH2:26][C:27]1[C:28]([N:42]2[CH2:54][CH2:53][N:45]3[C:46]4[CH2:47][CH2:48][CH2:49][CH2:50][C:51]=4[CH:52]=[C:44]3[C:43]2=[O:55])=[CH:29][CH:30]=[CH:31][C:32]=1[C:2]1[CH:3]=[C:4]([NH:10][C:11]2[CH:16]=[CH:15][C:14]([N:17]3[CH2:20][CH:19]([OH:21])[CH2:18]3)=[CH:13][N:12]=2)[C:5](=[O:9])[N:6]([CH3:8])[CH:7]=1)(=[O:24])[CH3:23], predict the reactants needed to synthesize it. The reactants are: Br[C:2]1[CH:3]=[C:4]([NH:10][C:11]2[CH:16]=[CH:15][C:14]([N:17]3[CH2:20][CH:19]([OH:21])[CH2:18]3)=[CH:13][N:12]=2)[C:5](=[O:9])[N:6]([CH3:8])[CH:7]=1.[C:22]([O:25][CH2:26][C:27]1[C:32](B2OC(C)(C)C(C)(C)O2)=[CH:31][CH:30]=[CH:29][C:28]=1[N:42]1[CH2:54][CH2:53][N:45]2[C:46]3[CH2:47][CH2:48][CH2:49][CH2:50][C:51]=3[CH:52]=[C:44]2[C:43]1=[O:55])(=[O:24])[CH3:23].COCCOC.C(=O)([O-])[O-].[Na+].[Na+]. (4) Given the product [CH2:1]([C:3]1[N:8]=[C:7]2[N:9]([C:12]3[CH:13]=[N:22][CH:15]=[CH:16][CH:17]=3)[N:10]=[CH:11][C:6]2=[C:5]([NH2:18])[N:4]=1)[CH3:2], predict the reactants needed to synthesize it. The reactants are: [CH2:1]([C:3]1[N:8]=[C:7]2[N:9]([C:12]3[CH:17]=[CH:16][CH:15]=C[CH:13]=3)[N:10]=[CH:11][C:6]2=[C:5]([NH2:18])[N:4]=1)[CH3:2].C(C1N=C2NN=CC2=C(N)[N:22]=1)C.IC1C=NC=CC=1. (5) The reactants are: [CH3:1][O:2][C:3]1[CH:30]=[CH:29][C:6]([CH2:7][NH:8][C:9]([C:11]2([CH2:24][CH2:25][CH2:26][CH2:27]Br)[C:23]3[CH:22]=[CH:21][CH:20]=[CH:19][C:18]=3[C:17]3[C:12]2=[CH:13][CH:14]=[CH:15][CH:16]=3)=[O:10])=[CH:5][CH:4]=1.[Cl:31][C:32]1[CH:41]=[CH:40][CH:39]=[C:38]2[C:33]=1[CH:34]=[CH:35][C:36]([N:42]1[CH2:47][C@H:46]([CH3:48])[NH:45][C@H:44]([CH3:49])[CH2:43]1)=[N:37]2. Given the product [CH3:1][O:2][C:3]1[CH:30]=[CH:29][C:6]([CH2:7][NH:8][C:9]([C:11]2([CH2:24][CH2:25][CH2:26][CH2:27][N:45]3[C@H:46]([CH3:48])[CH2:47][N:42]([C:36]4[CH:35]=[CH:34][C:33]5[C:38](=[CH:39][CH:40]=[CH:41][C:32]=5[Cl:31])[N:37]=4)[CH2:43][C@@H:44]3[CH3:49])[C:23]3[CH:22]=[CH:21][CH:20]=[CH:19][C:18]=3[C:17]3[C:12]2=[CH:13][CH:14]=[CH:15][CH:16]=3)=[O:10])=[CH:5][CH:4]=1, predict the reactants needed to synthesize it. (6) Given the product [C:10]([O:14][C:15](=[O:26])[NH:16][CH2:17][CH2:18][C:19]1[CH:24]=[CH:23][C:22]([O:25][C:2]2[CH:3]=[C:4]([C:5]#[N:6])[CH:7]=[CH:8][N:9]=2)=[CH:21][CH:20]=1)([CH3:13])([CH3:11])[CH3:12], predict the reactants needed to synthesize it. The reactants are: Cl[C:2]1[CH:3]=[C:4]([CH:7]=[CH:8][N:9]=1)[C:5]#[N:6].[C:10]([O:14][C:15](=[O:26])[NH:16][CH2:17][CH2:18][C:19]1[CH:24]=[CH:23][C:22]([OH:25])=[CH:21][CH:20]=1)([CH3:13])([CH3:12])[CH3:11]. (7) Given the product [N+:5]([C:8]1[CH:9]=[CH:10][C:11]2[CH2:17][CH2:16][CH2:15][CH2:14][N:13]([C:1](=[O:3])[CH3:2])[C:12]=2[CH:18]=1)([O-:7])=[O:6], predict the reactants needed to synthesize it. The reactants are: [C:1](Cl)(=[O:3])[CH3:2].[N+:5]([C:8]1[CH:9]=[CH:10][C:11]2[CH2:17][CH2:16][CH2:15][CH2:14][NH:13][C:12]=2[CH:18]=1)([O-:7])=[O:6].C([O-])(O)=O.[Na+]. (8) Given the product [CH3:27][C@@H:28]1[CH2:33][O:32][CH2:31][CH2:30][N:29]1[C:24]([C@H:22]1[CH2:21][CH2:20][C:19]2[C:12]3[C:11]([NH:10][C:8]4[CH:9]=[C:4]5[CH:3]=[N:2][NH:1][C:5]5=[N:6][CH:7]=4)=[N:16][CH:15]=[N:14][C:13]=3[S:17][C:18]=2[CH2:23]1)=[O:25], predict the reactants needed to synthesize it. The reactants are: [NH:1]1[C:5]2=[N:6][CH:7]=[C:8]([NH:10][C:11]3[C:12]4[C:19]5[CH2:20][CH2:21][C@H:22]([C:24](O)=[O:25])[CH2:23][C:18]=5[S:17][C:13]=4[N:14]=[CH:15][N:16]=3)[CH:9]=[C:4]2[CH:3]=[N:2]1.[CH3:27][C@@H:28]1[CH2:33][O:32][CH2:31][CH2:30][NH:29]1. (9) The reactants are: CN(C=O)C.[OH:6][C@@H:7]([CH2:14]/[CH:15]=[C:16](/[CH3:20])\[CH2:17][CH:18]=[CH2:19])[C:8]([N:10]([O:12][CH3:13])[CH3:11])=[O:9].[Si:21](Cl)([C:24]([CH3:27])([CH3:26])[CH3:25])([CH3:23])[CH3:22].N1C=CN=C1. Given the product [C:24]([Si:21]([CH3:23])([CH3:22])[O:6][C@@H:7]([CH2:14]/[CH:15]=[C:16](/[CH3:20])\[CH2:17][CH:18]=[CH2:19])[C:8]([N:10]([O:12][CH3:13])[CH3:11])=[O:9])([CH3:27])([CH3:26])[CH3:25], predict the reactants needed to synthesize it.